Dataset: Full USPTO retrosynthesis dataset with 1.9M reactions from patents (1976-2016). Task: Predict the reactants needed to synthesize the given product. (1) The reactants are: [CH3:1][C:2]1([CH3:25])[CH2:6][N:5]([C:7]2[CH:8]=[N:9][N:10]3[CH2:15][CH:14]([CH3:16])[N:13](C(OC(C)(C)C)=O)[CH2:12][C:11]=23)[C:4](=[O:24])[CH2:3]1. Given the product [CH3:25][C:2]1([CH3:1])[CH2:6][N:5]([C:7]2[CH:8]=[N:9][N:10]3[CH2:15][CH:14]([CH3:16])[NH:13][CH2:12][C:11]=23)[C:4](=[O:24])[CH2:3]1, predict the reactants needed to synthesize it. (2) Given the product [Cl:1][CH2:2][CH2:3][CH2:4][CH:5]([C:6]1[O:7][C:10]([C:11]2[CH:16]=[CH:15][C:14]([C:17]3[O:21][C:20]([CH3:22])=[N:19][CH:18]=3)=[C:13]([O:23][CH3:24])[CH:12]=2)=[N:9][N:8]=1)[C:26]1[CH:31]=[CH:30][C:29]([F:32])=[CH:28][CH:27]=1, predict the reactants needed to synthesize it. The reactants are: [Cl:1][CH2:2][CH2:3][CH2:4][CH:5]([C:26]1[CH:31]=[CH:30][C:29]([F:32])=[CH:28][CH:27]=1)[C:6]([NH:8][NH:9][C:10](=O)[C:11]1[CH:16]=[CH:15][C:14]([C:17]2[O:21][C:20]([CH3:22])=[N:19][CH:18]=2)=[C:13]([O:23][CH3:24])[CH:12]=1)=[O:7].C(Cl)(Cl)(Cl)Cl.C1(P(C2C=CC=CC=2)C2C=CC=CC=2)C=CC=CC=1.